From a dataset of Peptide-MHC class I binding affinity with 185,985 pairs from IEDB/IMGT. Regression. Given a peptide amino acid sequence and an MHC pseudo amino acid sequence, predict their binding affinity value. This is MHC class I binding data. The peptide sequence is REGNASRCWV. The MHC is Patr-B2401 with pseudo-sequence Patr-B2401. The binding affinity (normalized) is 0.246.